This data is from Full USPTO retrosynthesis dataset with 1.9M reactions from patents (1976-2016). The task is: Predict the reactants needed to synthesize the given product. (1) Given the product [CH3:1][O:2][C:3]1[CH:4]=[C:5]2[C:10](=[CH:11][C:12]=1[O:13][CH3:14])[N:9]=[CH:8][CH:7]=[C:6]2[O:15][C:16]1[CH:22]=[CH:21][C:19]([NH:20][C:27](=[O:33])[O:26][CH2:24][CH2:41][CH:35]2[CH2:40][CH2:39][CH2:38][CH2:37][CH2:36]2)=[CH:18][CH:17]=1, predict the reactants needed to synthesize it. The reactants are: [CH3:1][O:2][C:3]1[CH:4]=[C:5]2[C:10](=[CH:11][C:12]=1[O:13][CH3:14])[N:9]=[CH:8][CH:7]=[C:6]2[O:15][C:16]1[CH:22]=[CH:21][C:19]([NH2:20])=[CH:18][CH:17]=1.Cl[C:24](Cl)([O:26][C:27](=[O:33])OC(Cl)(Cl)Cl)Cl.[CH:35]1([CH2:41]CO)[CH2:40][CH2:39][CH2:38][CH2:37][CH2:36]1.C(=O)(O)[O-].[Na+]. (2) Given the product [CH3:16][N:14]([CH3:15])[C:10]1[N:9]=[C:8]([NH:17][CH2:18][C:19]2[CH:20]=[CH:21][C:22]([NH:25][C:26](=[O:34])[C:27]3[CH:32]=[CH:31][C:30]([F:33])=[CH:29][CH:28]=3)=[CH:23][CH:24]=2)[C:7]2[C:12](=[CH:13][C:4]([CH:1]([OH:3])[CH3:2])=[CH:5][CH:6]=2)[N:11]=1, predict the reactants needed to synthesize it. The reactants are: [C:1]([C:4]1[CH:13]=[C:12]2[C:7]([C:8]([NH:17][CH2:18][C:19]3[CH:24]=[CH:23][C:22]([NH:25][C:26](=[O:34])[C:27]4[CH:32]=[CH:31][C:30]([F:33])=[CH:29][CH:28]=4)=[CH:21][CH:20]=3)=[N:9][C:10]([N:14]([CH3:16])[CH3:15])=[N:11]2)=[CH:6][CH:5]=1)(=[O:3])[CH3:2].[BH4-].[Na+]. (3) Given the product [C:7]([C:6]1[CH:5]=[C:12]([C:13](=[O:16])[CH2:29][S:19][C:20]2[CH:21]=[C:22]([CH:26]=[CH:27][CH:28]=2)[C:23]([OH:25])=[O:24])[CH:11]=[CH:10][CH:9]=1)#[N:8], predict the reactants needed to synthesize it. The reactants are: BrCC([C:5]1[CH:12]=[CH:11][CH:10]=[CH:9][C:6]=1[C:7]#[N:8])=O.[C:13]([O-:16])([O-])=O.[K+].[K+].[SH:19][C:20]1[CH:21]=[C:22]([CH:26]=[CH:27][CH:28]=1)[C:23]([OH:25])=[O:24].[CH2:29](O)C. (4) Given the product [CH3:9][C:8]1[CH:7]=[CH:6][CH:5]=[C:4]([S:10]([N:14]2[CH:18]=[CH:17][N:16]=[CH:15]2)(=[O:12])=[O:11])[C:3]=1[C:1]#[N:2], predict the reactants needed to synthesize it. The reactants are: [C:1]([C:3]1[C:8]([CH3:9])=[CH:7][CH:6]=[CH:5][C:4]=1[S:10](Cl)(=[O:12])=[O:11])#[N:2].[NH:14]1[CH:18]=[CH:17][N:16]=[CH:15]1.C(N(CC)CC)C.[Cl-].[NH4+]. (5) Given the product [CH:36]([C:35]1[CH:34]=[CH:33][CH:32]=[C:31]([CH:39]([CH3:41])[CH3:40])[C:30]=1[NH:29][C:27](=[O:28])[CH2:26][N:17]1[C:18](=[O:25])[C:19]2([CH2:24][CH2:23][CH2:22][CH2:21][CH2:20]2)[N:15]([C:12]2[CH:11]=[CH:10][C:9]([S:3]([CH3:44])(=[O:5])=[O:2])=[CH:14][CH:13]=2)[C:16]1=[O:42])([CH3:37])[CH3:38], predict the reactants needed to synthesize it. The reactants are: O[O:2][S:3]([O-:5])=O.[K+].C([C:9]1[CH:14]=[CH:13][C:12]([N:15]2[C:19]3([CH2:24][CH2:23][CH2:22][CH2:21][CH2:20]3)[C:18](=[O:25])[N:17]([CH2:26][C:27]([NH:29][C:30]3[C:35]([CH:36]([CH3:38])[CH3:37])=[CH:34][CH:33]=[CH:32][C:31]=3[CH:39]([CH3:41])[CH3:40])=[O:28])[C:16]2=[O:42])=[CH:11][CH:10]=1)#N.Cl[CH2:44]Cl. (6) Given the product [Cl:18][C:13]1[N:12]=[C:11]([O:1][C:2]2[CH:3]=[N:4][CH:5]=[CH:6][CH:7]=2)[N:16]=[C:15]([N:19]2[CH2:24][CH2:23][O:22][CH2:21][CH2:20]2)[CH:14]=1, predict the reactants needed to synthesize it. The reactants are: [OH:1][C:2]1[CH:3]=[N:4][CH:5]=[CH:6][CH:7]=1.[H-].[Na+].Cl[C:11]1[N:16]=[C:15](Cl)[CH:14]=[C:13]([Cl:18])[N:12]=1.[NH:19]1[CH2:24][CH2:23][O:22][CH2:21][CH2:20]1. (7) The reactants are: ClC1C2N=C(C3C=C(C=CC=3)C(NCCC3CCN(C4C=CN=CC=4)CC3)=O)SC=2C=CC=1.[Cl:34][C:35]1[CH:36]=[CH:37][CH:38]=[C:39]2[C:43]=1[C:42](=[O:44])[N:41]([C:45]1[CH:46]=[C:47]([CH:51]=[CH:52][CH:53]=1)[C:48](O)=[O:49])[CH2:40]2.[CH3:54][N:55]1[CH2:60][CH2:59][CH:58]([CH:61]2[CH2:66][CH2:65][NH:64][CH2:63][CH2:62]2)[CH2:57][CH2:56]1.FC(F)(F)C(O)=O.C(N1CCC(C2CCNCC2)CC1)(C)C.N1CCCCC1.C=O. Given the product [Cl:34][C:35]1[CH:36]=[CH:37][CH:38]=[C:39]2[C:43]=1[C:42](=[O:44])[N:41]([C:45]1[CH:53]=[CH:52][CH:51]=[C:47]([C:48]([N:64]3[CH2:65][CH2:66][CH:61]([CH:58]4[CH2:57][CH2:56][N:55]([CH3:54])[CH2:60][CH2:59]4)[CH2:62][CH2:63]3)=[O:49])[CH:46]=1)[CH2:40]2, predict the reactants needed to synthesize it.